From a dataset of Forward reaction prediction with 1.9M reactions from USPTO patents (1976-2016). Predict the product of the given reaction. (1) Given the reactants [CH3:1][C:2]1[CH:3]=[C:4]([NH:16][C:17]2[C:26]3[C:21](=[CH:22][CH:23]=[CH:24][C:25]=3[O:27][C@H:28]([CH3:32])[C:29]([OH:31])=O)[N:20]=[CH:19][N:18]=2)[CH:5]=[CH:6][C:7]=1[O:8][C:9]1[CH:10]=[N:11][C:12]([CH3:15])=[CH:13][CH:14]=1.[NH3:33], predict the reaction product. The product is: [CH3:1][C:2]1[CH:3]=[C:4]([NH:16][C:17]2[C:26]3[C:21](=[CH:22][CH:23]=[CH:24][C:25]=3[O:27][C@H:28]([CH3:32])[C:29]([NH2:33])=[O:31])[N:20]=[CH:19][N:18]=2)[CH:5]=[CH:6][C:7]=1[O:8][C:9]1[CH:10]=[N:11][C:12]([CH3:15])=[CH:13][CH:14]=1. (2) Given the reactants [CH2:1]1[C:7]2=[CH:8][C:9]3[CH:10]=[CH:11][CH:12]=[CH:13][C:14]=3[N:6]2[CH2:5][CH2:4][NH:3][CH2:2]1.C=O.[C:17]([BH3-])#N.[Na+], predict the reaction product. The product is: [CH3:17][N:3]1[CH2:2][CH2:1][C:7]2=[CH:8][C:9]3[CH:10]=[CH:11][CH:12]=[CH:13][C:14]=3[N:6]2[CH2:5][CH2:4]1. (3) Given the reactants P([O-])([O-])([O-])=O.[K+].[K+].[K+].Cl[C:10]1[N:15]=[CH:14][C:13]2[O:16][C:17]3[C:22]([C@@:23]4([CH2:28][CH2:27][O:26][C:25]([NH2:29])=[N:24]4)[C:12]=2[CH:11]=1)=[CH:21][C:20]([NH2:30])=[CH:19][CH:18]=3.[O:31]1[CH2:36][CH2:35][CH:34]=[C:33](B2OC(C)(C)C(C)(C)O2)[CH2:32]1, predict the reaction product. The product is: [O:31]1[CH2:36][CH2:35][CH:34]=[C:33]([C:10]2[N:15]=[CH:14][C:13]3[O:16][C:17]4[C:22]([C@@:23]5([CH2:28][CH2:27][O:26][C:25]([NH2:29])=[N:24]5)[C:12]=3[CH:11]=2)=[CH:21][C:20]([NH2:30])=[CH:19][CH:18]=4)[CH2:32]1. (4) Given the reactants CN(C=O)C.CO[C:8](=[O:19])[C:9]1[CH:14]=[C:13]([N+:15]([O-:17])=[O:16])[CH:12]=[N:11][C:10]=1Cl.[C:20]([O:24][CH3:25])(=[O:23])[CH2:21][SH:22].C(=O)([O-])[O-].[K+].[K+], predict the reaction product. The product is: [CH3:25][O:24][C:20]([C:21]1[S:22][C:10]2=[N:11][CH:12]=[C:13]([N+:15]([O-:17])=[O:16])[CH:14]=[C:9]2[C:8]=1[OH:19])=[O:23]. (5) Given the reactants Cl[CH2:2][C:3]1[C:12]2[C:7](=[CH:8][CH:9]=[CH:10][CH:11]=2)[CH:6]=[CH:5][CH:4]=1.[F:13][C:14]([F:37])([C:18]1[CH:26]=[C:25]2[C:21]([C:22]([CH3:36])=[N:23][N:24]2CC2C(C)=CC=CC=2C)=[CH:20][CH:19]=1)[C:15]([OH:17])=[O:16], predict the reaction product. The product is: [F:37][C:14]([F:13])([C:18]1[CH:26]=[C:25]2[C:21]([C:22]([CH3:36])=[N:23][N:24]2[CH2:2][C:3]2[C:12]3[C:7](=[CH:8][CH:9]=[CH:10][CH:11]=3)[CH:6]=[CH:5][CH:4]=2)=[CH:20][CH:19]=1)[C:15]([OH:17])=[O:16]. (6) The product is: [Cl:26][C:27]1[CH:36]=[CH:35][CH:34]=[C:33]2[C:28]=1[CH2:29][CH2:30][N:31]([C:10]([CH:7]1[CH2:8][CH2:9][N:4]([CH2:3][C:2]([NH:13][CH2:14][C:15]3[NH:16][C:17](=[O:25])[C:18]4[CH2:24][O:23][CH2:22][CH2:21][C:19]=4[N:20]=3)=[O:1])[CH2:5][CH2:6]1)=[O:12])[CH2:32]2. Given the reactants [O:1]=[C:2]([NH:13][CH2:14][C:15]1[NH:16][C:17](=[O:25])[C:18]2[CH2:24][O:23][CH2:22][CH2:21][C:19]=2[N:20]=1)[CH2:3][N:4]1[CH2:9][CH2:8][CH:7]([C:10]([OH:12])=O)[CH2:6][CH2:5]1.[Cl:26][C:27]1[CH:36]=[CH:35][CH:34]=[C:33]2[C:28]=1[CH2:29][CH2:30][NH:31][CH2:32]2, predict the reaction product. (7) Given the reactants C[O:2][C:3]([C:5]1[O:6][C:7]([CH3:19])=[C:8]([CH2:10][O:11][C:12]2[CH:17]=[CH:16][C:15](I)=[CH:14][CH:13]=2)[CH:9]=1)=[O:4].[Cl:20][C:21]1[CH:26]=[CH:25][CH:24]=[CH:23][C:22]=1B(O)O, predict the reaction product. The product is: [Cl:20][C:21]1[CH:26]=[CH:25][CH:24]=[CH:23][C:22]=1[C:15]1[CH:16]=[CH:17][C:12]([O:11][CH2:10][C:8]2[CH:9]=[C:5]([C:3]([OH:2])=[O:4])[O:6][C:7]=2[CH3:19])=[CH:13][CH:14]=1.